Task: Predict the product of the given reaction.. Dataset: Forward reaction prediction with 1.9M reactions from USPTO patents (1976-2016) (1) Given the reactants [CH:1]12[CH2:7][CH:4]([CH2:5][CH2:6]1)[CH:3]=[CH:2]2.ClS([N:12]=[C:13]=[O:14])(=O)=O.S([O-])([O-])=O.[Na+].[Na+].[OH-].[K+], predict the reaction product. The product is: [CH:1]12[CH2:7][CH:4]([CH2:5][CH2:6]1)[CH:3]1[CH:2]2[NH:12][C:13]1=[O:14]. (2) The product is: [N:13]1([C:6]([O:7][C:8]([CH3:9])([CH3:10])[CH3:11])=[O:12])[C:21]2[C:16](=[CH:17][CH:18]=[CH:19][CH:20]=2)[CH2:15][CH2:14]1. Given the reactants C(O[C:6](=[O:12])[O:7][C:8]([CH3:11])([CH3:10])[CH3:9])(C)(C)C.[NH:13]1[C:21]2[C:16](=[CH:17][CH:18]=[CH:19][CH:20]=2)[CH2:15][CH2:14]1.[OH-].[Na+], predict the reaction product. (3) Given the reactants [CH:1]1[C:6]2[CH2:7][C@H:8]3[N:13]([CH2:14][CH:15]4C[CH2:16]4)[CH2:12][CH2:11][C@:10]45[C@H:18]([C:20]([CH2:22][CH2:23][C@@:9]34[OH:24])=[O:21])[O:19][C:4]([C:5]=25)=[C:3]([OH:25])[CH:2]=1.Cl.C([O-])(O)=O.[Na+].C(Br)C#C.C([O-])([O-])=O.[Na+].[Na+], predict the reaction product. The product is: [CH2:14]([N:13]1[CH2:12][CH2:11][C@:10]23[C:5]4[C:4]5[O:19][C@H:18]2[C:20](=[O:21])[CH2:22][CH2:23][C@@:9]3([OH:24])[C@H:8]1[CH2:7][C:6]=4[CH:1]=[CH:2][C:3]=5[OH:25])[C:15]#[CH:16]. (4) Given the reactants [H-].[Na+].[O:3]1[C:7]2([CH2:12][CH2:11][CH:10]([CH:13]3[CH2:18][CH:17]([OH:19])[CH:16]([C:20]4[CH:25]=[CH:24][C:23]([O:26][CH2:27][CH3:28])=[C:22]([F:29])[C:21]=4F)[CH2:15][CH2:14]3)[CH2:9][CH2:8]2)[O:6][CH2:5][CH2:4]1.O.Cl, predict the reaction product. The product is: [O:6]1[C:7]2([CH2:8][CH2:9][CH:10]([C@H:13]3[CH2:18][C@H:17]4[O:19][C:21]5[C:22]([F:29])=[C:23]([O:26][CH2:27][CH3:28])[CH:24]=[CH:25][C:20]=5[C@@H:16]4[CH2:15][CH2:14]3)[CH2:11][CH2:12]2)[O:3][CH2:4][CH2:5]1. (5) Given the reactants [Br:1][C:2]1[CH:3]=[C:4]([CH:25]=[C:26]([Br:30])[C:27]=1[O:28]C)[C:5]([N:7]1[CH2:12][CH2:11][O:10][C:9]2[N:13]=[CH:14][C:15]([C:17]3[CH:24]=[CH:23][C:20]([C:21]#[N:22])=[CH:19][CH:18]=3)=[CH:16][C:8]1=2)=[O:6].[Br-].[Li+].N1CCNCC1, predict the reaction product. The product is: [Br:1][C:2]1[CH:3]=[C:4]([CH:25]=[C:26]([Br:30])[C:27]=1[OH:28])[C:5]([N:7]1[CH2:12][CH2:11][O:10][C:9]2[N:13]=[CH:14][C:15]([C:17]3[CH:18]=[CH:19][C:20]([C:21]#[N:22])=[CH:23][CH:24]=3)=[CH:16][C:8]1=2)=[O:6]. (6) Given the reactants Br[C:2]1[CH:3]=[C:4]([C:9]([F:12])([F:11])[F:10])[C:5]([NH2:8])=[N:6][CH:7]=1.[F:13][C:14]([F:25])([F:24])[C:15]1[CH:20]=[CH:19][C:18](B(O)O)=[CH:17][CH:16]=1.C([O-])([O-])=O.[Na+].[Na+].C(O)(=O)CC(CC(O)=O)(C(O)=O)O, predict the reaction product. The product is: [F:10][C:9]([F:12])([F:11])[C:4]1[C:5]([NH2:8])=[N:6][CH:7]=[C:2]([C:18]2[CH:19]=[CH:20][C:15]([C:14]([F:25])([F:24])[F:13])=[CH:16][CH:17]=2)[CH:3]=1. (7) Given the reactants [Cl:1][C:2]1[CH:3]=[C:4]([CH:9]([CH:12]([OH:21])[C:13]2[C:14]([O:19][CH3:20])=[N:15][CH:16]=[CH:17][CH:18]=2)[C:10]#[N:11])[CH:5]=[CH:6][C:7]=1[Cl:8].B, predict the reaction product. The product is: [NH2:11][CH2:10][CH:9]([C:4]1[CH:5]=[CH:6][C:7]([Cl:8])=[C:2]([Cl:1])[CH:3]=1)[CH:12]([C:13]1[C:14]([O:19][CH3:20])=[N:15][CH:16]=[CH:17][CH:18]=1)[OH:21]. (8) Given the reactants Cl.[NH2:2][C@H:3]([C:10]1[CH:15]=[CH:14][CH:13]=[C:12]([N+:16]([O-:18])=[O:17])[CH:11]=1)[CH2:4][C:5]([O:7][CH2:8][CH3:9])=[O:6].N[C@H](C1C=CC=C([N+]([O-])=O)C=1)CC(O)=O.S(Cl)([Cl:36])=O, predict the reaction product. The product is: [ClH:36].[NH2:2][C@@H:3]([C:10]1[CH:15]=[CH:14][CH:13]=[C:12]([N+:16]([O-:18])=[O:17])[CH:11]=1)[CH2:4][C:5]([O:7][CH2:8][CH3:9])=[O:6]. (9) Given the reactants [F:1][C:2]([F:7])([F:6])[C:3]([OH:5])=[O:4].[N:8]1([C:14]2[CH:19]=[C:18]([C:20]3[CH:25]=[CH:24][CH:23]=[C:22](C(F)(F)F)[CH:21]=3)[N:17]=[C:16]([C:30]#[N:31])[N:15]=2)[CH2:13][CH2:12][NH:11][CH2:10][CH2:9]1.[CH:32](N(C(C)C)CC)([CH3:34])[CH3:33].BrC(C)C.[I-].[Na+], predict the reaction product. The product is: [F:1][C:2]([F:7])([F:6])[C:3]([OH:5])=[O:4].[CH:32]([N:11]1[CH2:10][CH2:9][N:8]([C:14]2[CH:19]=[C:18]([C:20]3[CH:25]=[CH:24][CH:23]=[CH:22][C:21]=3[C:2]([F:7])([F:6])[F:1])[N:17]=[C:16]([C:30]#[N:31])[N:15]=2)[CH2:13][CH2:12]1)([CH3:34])[CH3:33]. (10) The product is: [NH2:52][C:53]1[CH:58]=[C:57]([F:59])[CH:56]=[CH:55][C:54]=1[NH:60][C:61](=[O:72])[C:62]1[CH:67]=[CH:66][C:65]([NH:68][CH2:69][CH2:70][NH:71][C:19]([C:15]2[C:14]([CH3:22])=[C:13](/[CH:12]=[C:5]3\[C:6](=[O:11])[NH:7][C:8]4[C:4]\3=[CH:3][C:2]([F:1])=[CH:10][CH:9]=4)[NH:17][C:16]=2[CH3:18])=[O:21])=[N:64][CH:63]=1. Given the reactants [F:1][C:2]1[CH:3]=[C:4]2[C:8](=[CH:9][CH:10]=1)[NH:7][C:6](=[O:11])/[C:5]/2=[CH:12]\[C:13]1[NH:17][C:16]([CH3:18])=[C:15]([C:19]([OH:21])=O)[C:14]=1[CH3:22].Cl.C(N=C=NCCCN(C)C)C.OC1C2N=NNC=2C=CC=1.C(N(CC)CC)C.[NH2:52][C:53]1[CH:58]=[C:57]([F:59])[CH:56]=[CH:55][C:54]=1[NH:60][C:61](=[O:72])[C:62]1[CH:67]=[CH:66][C:65]([NH:68][CH2:69][CH2:70][NH2:71])=[N:64][CH:63]=1, predict the reaction product.